This data is from Reaction yield outcomes from USPTO patents with 853,638 reactions. The task is: Predict the reaction yield, written as a fraction of the theoretical maximum amount of product (1.0 means a 100% yield; for example, 0.34 means a 34% yield). (1) The reactants are [Br:1][C:2]1[CH:7]=[C:6]([F:8])[CH:5]=[CH:4][C:3]=1[CH:9]1[C:14]([C:15]([O:17][CH2:18][CH3:19])=[O:16])=[C:13]([CH2:20]Br)[NH:12][C:11]([C:22]2[S:23][CH:24]=[CH:25][N:26]=2)=[N:10]1.[NH:27]1[CH2:32][CH2:31][O:30][CH:29]([CH2:33][CH2:34][C:35]([O:37][CH3:38])=[O:36])[CH2:28]1. No catalyst specified. The product is [Br:1][C:2]1[CH:7]=[C:6]([F:8])[CH:5]=[CH:4][C:3]=1[CH:9]1[C:14]([C:15]([O:17][CH2:18][CH3:19])=[O:16])=[C:13]([CH2:20][N:27]2[CH2:32][CH2:31][O:30][CH:29]([CH2:33][CH2:34][C:35]([O:37][CH3:38])=[O:36])[CH2:28]2)[NH:12][C:11]([C:22]2[S:23][CH:24]=[CH:25][N:26]=2)=[N:10]1. The yield is 0.450. (2) The reactants are [Cl:1][C:2]1[CH:7]=[CH:6][N:5]=[C:4]2[NH:8][N:9]=[CH:10][C:3]=12.[Br:11]N1C(=O)CCC1=O. The catalyst is C(O)(=O)C. The product is [Br:11][C:10]1[C:3]2[C:4](=[N:5][CH:6]=[CH:7][C:2]=2[Cl:1])[NH:8][N:9]=1. The yield is 0.600. (3) The reactants are [Cl:1][C:2]1[N:7]=[C:6]([NH:8][CH2:9][CH2:10][CH2:11][OH:12])[C:5]([CH3:13])=[CH:4][N:3]=1.O[C:15]1[CH:16]=[C:17]2[C:21](=[CH:22][CH:23]=1)[C@H:20]([CH2:24][C:25]([O:27][CH2:28][CH3:29])=[O:26])[CH2:19][CH2:18]2.C1C=CC(P(C2C=CC=CC=2)C2C=CC=CC=2)=CC=1.C1CCN(C(N=NC(N2CCCCC2)=O)=O)CC1. The catalyst is C1COCC1. The product is [Cl:1][C:2]1[N:7]=[C:6]([NH:8][CH2:9][CH2:10][CH2:11][O:12][C:15]2[CH:16]=[C:17]3[C:21](=[CH:22][CH:23]=2)[C@H:20]([CH2:24][C:25]([O:27][CH2:28][CH3:29])=[O:26])[CH2:19][CH2:18]3)[C:5]([CH3:13])=[CH:4][N:3]=1. The yield is 0.990.